From a dataset of Reaction yield outcomes from USPTO patents with 853,638 reactions. Predict the reaction yield, written as a fraction of the theoretical maximum amount of product (1.0 means a 100% yield; for example, 0.34 means a 34% yield). (1) The reactants are [F:1][C:2]1[CH:24]=[CH:23][C:5]([O:6][C:7]2[CH:8]=[C:9]3[C:13](=[CH:14][C:15]=2[C:16]([NH2:18])=[O:17])[N:12]([CH2:19][CH:20]([CH3:22])[CH3:21])[N:11]=[CH:10]3)=[CH:4][CH:3]=1.C(N1C=CN=C1)(N1C=CN=C1)=O.[N:37]1([CH2:43][CH2:44][CH2:45]N)[CH2:42][CH2:41][O:40][CH2:39][CH2:38]1. The catalyst is C1COCC1. The product is [N:37]1([CH2:43][CH2:44][CH2:45][NH:18][C:16]([C:15]2[CH:14]=[C:13]3[C:9]([CH:10]=[N:11][N:12]3[CH2:19][CH:20]([CH3:22])[CH3:21])=[CH:8][C:7]=2[O:6][C:5]2[CH:23]=[CH:24][C:2]([F:1])=[CH:3][CH:4]=2)=[O:17])[CH2:42][CH2:41][O:40][CH2:39][CH2:38]1. The yield is 0.700. (2) The yield is 0.950. The product is [F:1][C:2]1[CH:7]=[N:6][C:5]([C@@H:8]([NH:10][C:11](=[O:13])[CH3:12])[CH3:9])=[N:4][CH:3]=1. The reactants are [F:1][C:2]1[CH:3]=[N:4][C:5]([C:8]([NH:10][C:11](=[O:13])[CH3:12])=[CH2:9])=[N:6][CH:7]=1. The catalyst is CO. (3) The reactants are CS(O[CH2:6][CH2:7][O:8][C:9]1[CH:14]=[CH:13][CH:12]=[C:11]([N:15]2[C:19]([NH:20][C:21](=[O:50])[NH:22][C@@H:23]3[C:32]4[C:27](=[CH:28][CH:29]=[CH:30][CH:31]=4)[C@H:26]([O:33][C:34]4[CH:35]=[CH:36][C:37]5[N:38]([C:40]([N:43]6[CH2:48][CH2:47][CH2:46][CH2:45][C@@H:44]6[CH3:49])=[N:41][N:42]=5)[CH:39]=4)[CH2:25][CH2:24]3)=[CH:18][C:17]([C:51]([CH3:72])([CH3:71])[CH2:52][O:53][Si:54]([C:67]([CH3:70])([CH3:69])[CH3:68])([C:61]3[CH:66]=[CH:65][CH:64]=[CH:63][CH:62]=3)[C:55]3[CH:60]=[CH:59][CH:58]=[CH:57][CH:56]=3)=[N:16]2)[CH:10]=1)(=O)=O.[CH3:73][NH:74][CH3:75]. The catalyst is C1COCC1. The product is [Si:54]([O:53][CH2:52][C:51]([C:17]1[CH:18]=[C:19]([NH:20][C:21]([NH:22][C@@H:23]2[C:32]3[C:27](=[CH:28][CH:29]=[CH:30][CH:31]=3)[C@H:26]([O:33][C:34]3[CH:35]=[CH:36][C:37]4[N:38]([C:40]([N:43]5[CH2:48][CH2:47][CH2:46][CH2:45][C@@H:44]5[CH3:49])=[N:41][N:42]=4)[CH:39]=3)[CH2:25][CH2:24]2)=[O:50])[N:15]([C:11]2[CH:12]=[CH:13][CH:14]=[C:9]([O:8][CH2:7][CH2:6][N:74]([CH3:75])[CH3:73])[CH:10]=2)[N:16]=1)([CH3:71])[CH3:72])([C:67]([CH3:68])([CH3:69])[CH3:70])([C:61]1[CH:66]=[CH:65][CH:64]=[CH:63][CH:62]=1)[C:55]1[CH:60]=[CH:59][CH:58]=[CH:57][CH:56]=1. The yield is 0.750. (4) The reactants are [CH3:1][O:2][C:3]1[CH:8]=[CH:7][C:6]([C:9]2[N:10]=[C:11](O)[C:12]3[CH:13]=[CH:14][CH:15]=[N:16][C:17]=3[CH:18]=2)=[CH:5][CH:4]=1.O=P(Cl)(Cl)[Cl:22]. No catalyst specified. The product is [Cl:22][C:11]1[N:10]=[C:9]([C:6]2[CH:7]=[CH:8][C:3]([O:2][CH3:1])=[CH:4][CH:5]=2)[CH:18]=[C:17]2[C:12]=1[CH:13]=[CH:14][CH:15]=[N:16]2. The yield is 0.985. (5) The reactants are [C:1]([O:5][C:6]([N:8]1[CH2:12][CH2:11][CH2:10][CH:9]1[C:13]1[NH:14][C:15]([C:20]2[CH:25]=[CH:24][C:23](Br)=[CH:22][CH:21]=2)([CH3:19])[C:16](=[O:18])[N:17]=1)=[O:7])([CH3:4])([CH3:3])[CH3:2].[B:27]1([B:27]2[O:31][C:30]([CH3:33])([CH3:32])[C:29]([CH3:35])([CH3:34])[O:28]2)[O:31][C:30]([CH3:33])([CH3:32])[C:29]([CH3:35])([CH3:34])[O:28]1.C([O-])(=O)C.[K+]. The catalyst is C1C=CC([P]([Pd]([P](C2C=CC=CC=2)(C2C=CC=CC=2)C2C=CC=CC=2)([P](C2C=CC=CC=2)(C2C=CC=CC=2)C2C=CC=CC=2)[P](C2C=CC=CC=2)(C2C=CC=CC=2)C2C=CC=CC=2)(C2C=CC=CC=2)C2C=CC=CC=2)=CC=1.O1CCOCC1. The product is [C:1]([O:5][C:6]([N:8]1[CH2:12][CH2:11][CH2:10][CH:9]1[C:13]1[NH:14][C:15]([CH3:19])([C:20]2[CH:25]=[CH:24][C:23]([B:27]3[O:31][C:30]([CH3:33])([CH3:32])[C:29]([CH3:35])([CH3:34])[O:28]3)=[CH:22][CH:21]=2)[C:16](=[O:18])[N:17]=1)=[O:7])([CH3:4])([CH3:3])[CH3:2]. The yield is 0.790. (6) The reactants are [N:1]1[NH:2][CH:3]=[C:4]2[C:9]=1[CH2:8][CH2:7][CH:6]=[C:5]2[C:10]1[CH:17]=[CH:16][C:13]([C:14]#[N:15])=[CH:12][CH:11]=1.C1COCC1. The catalyst is [Pd].CO. The product is [N:1]1[NH:2][CH:3]=[C:4]2[C:9]=1[CH2:8][CH2:7][CH2:6][CH:5]2[C:10]1[CH:11]=[CH:12][C:13]([C:14]#[N:15])=[CH:16][CH:17]=1. The yield is 0.970. (7) The reactants are Br[C:2]1[CH:7]=[CH:6][C:5]([S:8]([CH3:11])(=[O:10])=[O:9])=[CH:4][C:3]=1[F:12].[C:13]([B-](F)(F)F)([CH3:15])=[CH2:14].[K+].C(N(CC)CC)C.O. The catalyst is CC(O)C.[Pd](Cl)Cl.C1(P(C2C=CC=CC=2)[C-]2C=CC=C2)C=CC=CC=1.[C-]1(P(C2C=CC=CC=2)C2C=CC=CC=2)C=CC=C1.[Fe+2].C(OCC)(=O)C. The product is [F:12][C:3]1[CH:4]=[C:5]([S:8]([CH3:11])(=[O:10])=[O:9])[CH:6]=[CH:7][C:2]=1[C:13]([CH3:15])=[CH2:14]. The yield is 0.800. (8) The yield is 0.740. The product is [CH3:55][O:54][C:52]([C@@H:49]1[CH2:48][C@@H:47]([NH:46][C:38](=[O:45])[C:39]2[CH:44]=[CH:43][CH:42]=[CH:41][CH:40]=2)[CH2:51][N:50]1[C:3](=[O:5])[CH2:2][NH:1][C:6]([O:8][C:9]([CH3:12])([CH3:11])[CH3:10])=[O:7])=[O:53]. The reactants are [NH:1]([C:6]([O:8][C:9]([CH3:12])([CH3:11])[CH3:10])=[O:7])[CH2:2][C:3]([OH:5])=O.ON1C2C=CC=CC=2N=N1.Cl.CN(C)CCCN=C=NCC.[OH-].[Na+].Cl.[C:38]([NH:46][C@H:47]1[CH2:51][NH:50][C@H:49]([C:52]([O:54][CH3:55])=[O:53])[CH2:48]1)(=[O:45])[C:39]1[CH:44]=[CH:43][CH:42]=[CH:41][CH:40]=1. The catalyst is C1COCC1. (9) The reactants are [CH2:1](Br)[CH:2]=[CH2:3].[C:5]([C:7]1[CH:12]=[CH:11][C:10]([NH:13][CH:14]([C:18]2[CH:23]=[C:22]([CH2:24][CH3:25])[C:21]([OH:26])=[C:20]([Br:27])[CH:19]=2)[C:15]([O-:17])=[O:16])=[CH:9][CH:8]=1)#[N:6].[C:28]([O-])([O-])=O.[Cs+].[Cs+].[NH4+].[Cl-]. The catalyst is CN(C=O)C. The product is [C:5]([C:7]1[CH:12]=[CH:11][C:10]([NH:13][CH:14]([C:18]2[CH:23]=[C:22]([CH2:24][CH3:25])[C:21]([O:26][CH2:1][CH:2]=[CH2:3])=[C:20]([Br:27])[CH:19]=2)[C:15]([O:17][CH3:28])=[O:16])=[CH:9][CH:8]=1)#[N:6]. The yield is 0.810. (10) The reactants are [CH3:1][S:2]([CH2:5][C:6]([OH:8])=O)(=[O:4])=[O:3].[NH2:9][CH2:10][C@H:11]([CH3:39])[O:12][C:13]1[CH:22]=[CH:21][CH:20]=[C:19]2[C:14]=1[C:15]([NH:23][C:24]1[CH:29]=[CH:28][C:27]([O:30][CH2:31][C:32]3[CH:37]=[CH:36][CH:35]=[CH:34][N:33]=3)=[C:26]([Cl:38])[CH:25]=1)=[N:16][CH:17]=[N:18]2. No catalyst specified. The product is [Cl:38][C:26]1[CH:25]=[C:24]([NH:23][C:15]2[C:14]3[C:19](=[CH:20][CH:21]=[CH:22][C:13]=3[O:12][C@@H:11]([CH3:39])[CH2:10][NH:9][C:6](=[O:8])[CH2:5][S:2]([CH3:1])(=[O:4])=[O:3])[N:18]=[CH:17][N:16]=2)[CH:29]=[CH:28][C:27]=1[O:30][CH2:31][C:32]1[CH:37]=[CH:36][CH:35]=[CH:34][N:33]=1. The yield is 0.720.